Dataset: Reaction yield outcomes from USPTO patents with 853,638 reactions. Task: Predict the reaction yield, written as a fraction of the theoretical maximum amount of product (1.0 means a 100% yield; for example, 0.34 means a 34% yield). (1) The reactants are [CH2:1]([CH:4]([CH2:17][CH2:18][CH3:19])[CH2:5][O:6][C:7]1[N:12]=[C:11]([C:13]([O:15]C)=O)[CH:10]=[CH:9][CH:8]=1)[CH2:2][CH3:3].[CH3:20][C:21]#[N:22]. No catalyst specified. The product is [O:15]=[C:13]([C:11]1[CH:10]=[CH:9][CH:8]=[C:7]([O:6][CH2:5][CH:4]([CH2:1][CH2:2][CH3:3])[CH2:17][CH2:18][CH3:19])[N:12]=1)[CH2:20][C:21]#[N:22]. The yield is 1.00. (2) The reactants are [NH:1]1[C:5]2[CH:6]=[CH:7][C:8]([C:10]([OH:12])=O)=[CH:9][C:4]=2[N:3]=[CH:2]1.[NH:13]1[CH2:18][CH2:17][CH2:16][C@@H:15]2[C:19]3[CH:20]=[CH:21][C:22]([NH:26][C:27](=[O:29])[CH3:28])=[CH:23][C:24]=3[CH2:25][C@H:14]12. No catalyst specified. The product is [NH:1]1[C:5]2[CH:6]=[CH:7][C:8]([C:10]([N:13]3[CH2:18][CH2:17][CH2:16][C@@H:15]4[C:19]5[CH:20]=[CH:21][C:22]([NH:26][C:27](=[O:29])[CH3:28])=[CH:23][C:24]=5[CH2:25][C@H:14]34)=[O:12])=[CH:9][C:4]=2[N:3]=[CH:2]1. The yield is 0.340. (3) The reactants are [CH3:1][O:2][C:3]1[CH:4]=[C:5]2[C:10](=[CH:11][C:12]=1[O:13][CH3:14])[N:9]=[CH:8][N:7]=[C:6]2[O:15][C:16]1[CH:22]=[CH:21][C:19]([NH2:20])=[CH:18][CH:17]=1.C(N(CC)CC)C.[C:30](Cl)(Cl)=[S:31].[CH2:34]([N:36]([CH2:40][CH3:41])[CH2:37][CH2:38][NH2:39])[CH3:35]. The catalyst is CN(C)C=O.C(OCC)(=O)C. The product is [CH3:1][O:2][C:3]1[CH:4]=[C:5]2[C:10](=[CH:11][C:12]=1[O:13][CH3:14])[N:9]=[CH:8][N:7]=[C:6]2[O:15][C:16]1[CH:22]=[CH:21][C:19]([NH:20][C:30]([NH:39][CH2:38][CH2:37][N:36]([CH2:40][CH3:41])[CH2:34][CH3:35])=[S:31])=[CH:18][CH:17]=1. The yield is 0.810. (4) The reactants are CN(C)[CH:3]=[CH:4][C:5]([C:7]1[C:12](=[O:13])[CH:11]=[CH:10][N:9]([C:14]2[CH:19]=[CH:18][C:17]([N:20]3[CH2:25][CH2:24][O:23][CH2:22][CH2:21]3)=[CH:16][CH:15]=2)[N:8]=1)=O.[OH:27][CH2:28][CH2:29][NH:30][NH2:31]. The catalyst is CO. The product is [OH:27][CH2:28][CH2:29][N:30]1[C:5]([C:7]2[C:12](=[O:13])[CH:11]=[CH:10][N:9]([C:14]3[CH:15]=[CH:16][C:17]([N:20]4[CH2:21][CH2:22][O:23][CH2:24][CH2:25]4)=[CH:18][CH:19]=3)[N:8]=2)=[CH:4][CH:3]=[N:31]1. The yield is 0.0730. (5) The yield is 0.900. The product is [CH3:23][O:22][Si:21]([O:26][CH3:27])([O:24][CH3:25])[CH2:20][CH2:19][CH2:18][N:17]([CH2:2][C:3]1[CH:10]=[CH:9][C:6]([CH:7]=[O:8])=[CH:5][CH:4]=1)[CH2:16][CH2:15][CH2:14][Si:13]([O:30][CH3:31])([O:12][CH3:11])[O:28][CH3:29]. The catalyst is C(#N)C. The reactants are Cl[CH2:2][C:3]1[CH:10]=[CH:9][C:6]([CH:7]=[O:8])=[CH:5][CH:4]=1.[CH3:11][O:12][Si:13]([O:30][CH3:31])([O:28][CH3:29])[CH2:14][CH2:15][CH2:16][NH:17][CH2:18][CH2:19][CH2:20][Si:21]([O:26][CH3:27])([O:24][CH3:25])[O:22][CH3:23].C(N(CC)CC)C. (6) The reactants are Cl[C:2]1[C:3]2[C:4]3[CH2:5][N:6]([C:15](=[O:17])[CH3:16])[CH2:7][CH2:8][C:9]=3[S:10][C:11]=2[N:12]=[CH:13][N:14]=1.Cl.Cl.[N:20]1([C@H:26]2[CH2:31][CH2:30][C@H:29]([NH2:32])[CH2:28][CH2:27]2)[CH2:25][CH2:24][O:23][CH2:22][CH2:21]1. The catalyst is CN(C)C=O. The product is [N:20]1([CH:26]2[CH2:27][CH2:28][CH:29]([NH:32][C:2]3[C:3]4[C:4]5[CH2:5][N:6]([C:15](=[O:17])[CH3:16])[CH2:7][CH2:8][C:9]=5[S:10][C:11]=4[N:12]=[CH:13][N:14]=3)[CH2:30][CH2:31]2)[CH2:21][CH2:22][O:23][CH2:24][CH2:25]1. The yield is 0.500.